Dataset: Forward reaction prediction with 1.9M reactions from USPTO patents (1976-2016). Task: Predict the product of the given reaction. Given the reactants [Cl:1][C:2]1[CH:7]=[CH:6][N:5]=[C:4]2[CH:8]=[C:9]([C:11]([OH:13])=O)[S:10][C:3]=12.[CH3:14][NH:15][CH2:16][CH2:17][OH:18].CCN(CC)CC, predict the reaction product. The product is: [Cl:1][C:2]1[CH:7]=[CH:6][N:5]=[C:4]2[CH:8]=[C:9]([C:11]([N:15]([CH2:16][CH2:17][OH:18])[CH3:14])=[O:13])[S:10][C:3]=12.